From a dataset of Catalyst prediction with 721,799 reactions and 888 catalyst types from USPTO. Predict which catalyst facilitates the given reaction. (1) Reactant: [CH2:1]([N:8]1[C:12]2[C:13](=[O:23])[N:14]([CH3:22])[CH:15]([C:18]([O:20][CH3:21])=[O:19])[C:16](=N)[C:11]=2[CH:10]=[CH:9]1)[C:2]1[CH:7]=[CH:6][CH:5]=[CH:4][CH:3]=1.O.C(O)(=[O:27])C.OS(O)(=O)=O. Product: [CH2:1]([N:8]1[C:12]2[C:13](=[O:23])[N:14]([CH3:22])[C:15]([C:18]([O:20][CH3:21])=[O:19])=[C:16]([OH:27])[C:11]=2[CH:10]=[CH:9]1)[C:2]1[CH:7]=[CH:6][CH:5]=[CH:4][CH:3]=1. The catalyst class is: 5. (2) Reactant: [Cl:1][C:2]1[CH:23]=[CH:22][C:5]([C:6]([C:8]2[N:12]([CH3:13])[C:11]([CH:14]([CH3:20])[C:15]([O:17]CC)=[O:16])=[CH:10][C:9]=2[CH3:21])=[O:7])=[CH:4][CH:3]=1.[OH-].[Na+]. Product: [Cl:1][C:2]1[CH:23]=[CH:22][C:5]([C:6]([C:8]2[N:12]([CH3:13])[C:11]([CH:14]([CH3:20])[C:15]([OH:17])=[O:16])=[CH:10][C:9]=2[CH3:21])=[O:7])=[CH:4][CH:3]=1. The catalyst class is: 8. (3) Reactant: [Br:1][C:2]1[S:6][CH:5]=[C:4]([C:7]([OH:9])=[O:8])[CH:3]=1.C1C[O:13][CH2:12]C1.[Li+].CC([N-]C(C)C)C.CN(C=O)C. Product: [Br:1][C:2]1[S:6][C:5]([CH:12]=[O:13])=[C:4]([C:7]([OH:9])=[O:8])[CH:3]=1. The catalyst class is: 6. (4) Reactant: [NH2:1][C:2]1[CH:9]=[CH:8][C:5]([C:6]#[N:7])=[CH:4][C:3]=1[NH:10][CH3:11].[NH2:12][C:13]1[S:14][C:15]2[CH:21]=[C:20]([O:22][C:23]([F:26])([F:25])[F:24])[CH:19]=[CH:18][C:16]=2[N:17]=1.[C:27](N1C=CN=C1)(N1C=CN=C1)=S. Product: [CH3:11][N:10]1[C:3]2[CH:4]=[C:5]([C:6]#[N:7])[CH:8]=[CH:9][C:2]=2[N:1]=[C:27]1[NH:12][C:13]1[S:14][C:15]2[CH:21]=[C:20]([O:22][C:23]([F:26])([F:24])[F:25])[CH:19]=[CH:18][C:16]=2[N:17]=1. The catalyst class is: 344. (5) Reactant: [CH2:1]([N:8]1[CH2:13][CH2:12][C:11]2([C:17]3[CH:18]=[C:19]([Cl:22])[CH:20]=[CH:21][C:16]=3[C:15](=O)[O:14]2)[CH2:10][CH2:9]1)[C:2]1[CH:7]=[CH:6][CH:5]=[CH:4][CH:3]=1.B.Cl.[OH-].[Na+]. Product: [CH2:1]([N:8]1[CH2:13][CH2:12][C:11]2([C:17]3[CH:18]=[C:19]([Cl:22])[CH:20]=[CH:21][C:16]=3[CH2:15][O:14]2)[CH2:10][CH2:9]1)[C:2]1[CH:3]=[CH:4][CH:5]=[CH:6][CH:7]=1. The catalyst class is: 1. (6) Reactant: [CH3:1][O:2][C:3](=[O:12])[C:4]1[CH:9]=[CH:8][C:7]([OH:10])=[CH:6][C:5]=1[OH:11].C(=O)([O-])[O-:14].[K+].[K+].[CH2:19](Br)[C:20]1[CH:25]=[CH:24][CH:23]=[CH:22][CH:21]=1. Product: [CH3:1][O:2][C:3](=[O:12])[C:4]1[CH:9]=[CH:8][C:7]([O:10][CH2:19][C:20]2[CH:25]=[CH:24][CH:23]=[CH:22][CH:21]=2)=[CH:6][C:5]=1[O:11][OH:14]. The catalyst class is: 21. (7) Reactant: [N:1]1[C:10]2[C:5](=[CH:6][CH:7]=[CH:8][CH:9]=2)[C:4]([N:11]([CH2:25][CH2:26][N:27]([CH3:29])[CH3:28])[C:12](=[O:24])C2C(OC)=C(OC)C=CC=2I)=[CH:3]C=1.C(Cl)(=O)C(Cl)=O.[CH3:36][O:37][C:38]1[CH:39]=[C:40]([C:44](I)=[CH:45][C:46]=1[O:47][CH3:48])C(O)=O.C([N:52](CC)CC)C. Product: [CH3:28][N:27]([CH3:29])[CH2:26][CH2:25][N:11]1[C:12](=[O:24])[C:40]2[CH2:39][CH:38]([O:37][CH3:36])[C:46]([O:47][CH3:48])=[CH:45][C:44]=2[C:3]2[C:4]1=[C:5]1[C:10](=[N:1][N:52]=2)[CH:9]=[CH:8][CH:7]=[CH:6]1. The catalyst class is: 2.